From a dataset of Reaction yield outcomes from USPTO patents with 853,638 reactions. Predict the reaction yield, written as a fraction of the theoretical maximum amount of product (1.0 means a 100% yield; for example, 0.34 means a 34% yield). (1) The reactants are [CH2:1]([O:3][C:4]([CH:6]([NH:15][C@H:16]([C:28]([OH:30])=[O:29])[CH2:17][CH2:18][CH2:19][CH2:20][NH:21][C:22](=[O:27])[C:23]([F:26])([F:25])[F:24])[CH2:7][CH2:8][C:9]1[CH:14]=[CH:13][CH:12]=[CH:11][CH:10]=1)=[O:5])[CH3:2].C(OCC)(=O)C.O.C(O)(=O)C(O)=O. The catalyst is CCCCCC. The product is [CH2:1]([O:3][C:4]([C@@H:6]([NH:15][C@H:16]([C:28]([OH:30])=[O:29])[CH2:17][CH2:18][CH2:19][CH2:20][NH:21][C:22](=[O:27])[C:23]([F:24])([F:25])[F:26])[CH2:7][CH2:8][C:9]1[CH:14]=[CH:13][CH:12]=[CH:11][CH:10]=1)=[O:5])[CH3:2]. The yield is 0.580. (2) The reactants are [Cl:1][C:2]1[C:10]2[C:5](=[CH:6][CH:7]=[CH:8][C:9]=2[N+:11]([O-])=O)[N:4]([C:14]([O:16][C:17]([CH3:20])([CH3:19])[CH3:18])=[O:15])[N:3]=1. The catalyst is CO.[Zn]. The product is [NH2:11][C:9]1[CH:8]=[CH:7][CH:6]=[C:5]2[C:10]=1[C:2]([Cl:1])=[N:3][N:4]2[C:14]([O:16][C:17]([CH3:19])([CH3:18])[CH3:20])=[O:15]. The yield is 0.680. (3) The reactants are [CH2:1]([C:3]1([CH2:18][CH3:19])[C:8]2[CH:9]=[C:10](B(O)O)[CH:11]=[CH:12][C:7]=2[N:6]([CH3:16])[C:5](=[O:17])[O:4]1)[CH3:2].C(=O)(O)[O-:21].[Na+].OOS([O-])=O.[K+].S(=O)(O)[O-].[Na+]. The catalyst is O.CC(C)=O. The product is [CH2:1]([C:3]1([CH2:18][CH3:19])[C:8]2[CH:9]=[C:10]([OH:21])[CH:11]=[CH:12][C:7]=2[N:6]([CH3:16])[C:5](=[O:17])[O:4]1)[CH3:2]. The yield is 0.690. (4) The reactants are C([C@@H]([C@H](C(O)=O)O)O)(O)=O.[NH2:11][C@@H:12]1[CH2:21][C:20]2[C:19]([C:22]([NH2:24])=[O:23])=[CH:18][CH:17]=[C:16]([F:25])[C:15]=2[O:14][CH2:13]1.[F:26][C:27]1[CH:28]=[C:29]2[C:33](=[C:34]([F:36])[CH:35]=1)[NH:32][CH:31]=[C:30]2[CH2:37][CH2:38][CH:39]=O.C(O)(=O)C.C([BH3-])#N.[Na+]. The catalyst is CO. The product is [F:26][C:27]1[CH:28]=[C:29]2[C:33](=[C:34]([F:36])[CH:35]=1)[NH:32][CH:31]=[C:30]2[CH2:37][CH2:38][CH2:39][NH:11][C@@H:12]1[CH2:21][C:20]2[C:19]([C:22]([NH2:24])=[O:23])=[CH:18][CH:17]=[C:16]([F:25])[C:15]=2[O:14][CH2:13]1. The yield is -1.00. (5) The reactants are [CH3:1][C:2]1[CH:3]=[CH:4][CH:5]=[C:6]2[C:11]=1[N:10]=[C:9]([C:12]1[CH:17]=[CH:16][CH:15]=[CH:14][CH:13]=1)[C:8]([CH:18]=O)=[CH:7]2.C([Sn](Cl)(Cl)CCCC)CCC.C1([SiH3])C=CC=CC=1.[NH2:38][C:39]1[CH:40]=[C:41]2[C:46](=[CH:47][CH:48]=1)[N:45]=[CH:44][CH:43]=[N:42]2. The catalyst is C1COCC1. The product is [CH3:1][C:2]1[CH:3]=[CH:4][CH:5]=[C:6]2[C:11]=1[N:10]=[C:9]([C:12]1[CH:17]=[CH:16][CH:15]=[CH:14][CH:13]=1)[C:8]([CH2:18][NH:38][C:39]1[CH:40]=[C:41]3[C:46](=[CH:47][CH:48]=1)[N:45]=[CH:44][CH:43]=[N:42]3)=[CH:7]2. The yield is 0.370. (6) The reactants are [C:1]1([CH3:17])[CH:6]=[CH:5][C:4]([C:7]2[CH:16]=[CH:15][CH:14]=[CH:13][C:8]=2[C:9]([O:11][CH3:12])=[O:10])=[CH:3][CH:2]=1.[Br:18]N1C(=O)CCC1=O.N(C(C)(C)C#N)=NC(C)(C)C#N. The catalyst is C(Cl)(Cl)(Cl)Cl. The product is [Br:18][CH2:17][C:1]1[CH:2]=[CH:3][C:4]([C:7]2[CH:16]=[CH:15][CH:14]=[CH:13][C:8]=2[C:9]([O:11][CH3:12])=[O:10])=[CH:5][CH:6]=1. The yield is 0.780. (7) The product is [CH2:19]([O:15][CH2:14][CH2:13][C:11]1[N:12]=[C:8]([C:5]2[CH:4]=[CH:3][C:2]([Br:1])=[CH:7][CH:6]=2)[O:9][C:10]=1[CH3:16])[C:20]1[CH:25]=[CH:24][CH:23]=[CH:22][CH:21]=1. The catalyst is CN(C=O)C. The yield is 0.600. The reactants are [Br:1][C:2]1[CH:7]=[CH:6][C:5]([C:8]2[O:9][C:10]([CH3:16])=[C:11]([CH2:13][CH2:14][OH:15])[N:12]=2)=[CH:4][CH:3]=1.[H-].[Na+].[CH2:19](Br)[C:20]1[CH:25]=[CH:24][CH:23]=[CH:22][CH:21]=1. (8) The reactants are [NH2:1][C:2]1[N:7]=[CH:6][N:5]=[C:4]2[N:8]([C@@H:12]3[CH2:17][CH2:16][CH2:15][N:14]([C:18]([O:20][C:21]([CH3:24])([CH3:23])[CH3:22])=[O:19])[CH2:13]3)[N:9]=[C:10](I)[C:3]=12.[F:25][C:26]1[C:47]([F:48])=[CH:46][CH:45]=[CH:44][C:27]=1[O:28][C:29]1[CH:34]=[CH:33][C:32](B2OC(C)(C)C(C)(C)O2)=[CH:31][CH:30]=1.C(=O)([O-])[O-].[Na+].[Na+]. The product is [NH2:1][C:2]1[N:7]=[CH:6][N:5]=[C:4]2[N:8]([C@@H:12]3[CH2:17][CH2:16][CH2:15][N:14]([C:18]([O:20][C:21]([CH3:24])([CH3:23])[CH3:22])=[O:19])[CH2:13]3)[N:9]=[C:10]([C:32]3[CH:31]=[CH:30][C:29]([O:28][C:27]4[CH:44]=[CH:45][CH:46]=[C:47]([F:48])[C:26]=4[F:25])=[CH:34][CH:33]=3)[C:3]=12. The catalyst is O1CCOCC1.O.C1C=CC([P]([Pd]([P](C2C=CC=CC=2)(C2C=CC=CC=2)C2C=CC=CC=2)([P](C2C=CC=CC=2)(C2C=CC=CC=2)C2C=CC=CC=2)[P](C2C=CC=CC=2)(C2C=CC=CC=2)C2C=CC=CC=2)(C2C=CC=CC=2)C2C=CC=CC=2)=CC=1. The yield is 0.820.